Dataset: Forward reaction prediction with 1.9M reactions from USPTO patents (1976-2016). Task: Predict the product of the given reaction. (1) Given the reactants [NH2:1][C:2]1[CH:7]=[CH:6][C:5]([F:8])=[CH:4][C:3]=1[OH:9].Br[CH2:11][C:12]([C:14]1[CH:21]=[CH:20][C:17]([C:18]#[N:19])=[CH:16][CH:15]=1)=O, predict the reaction product. The product is: [F:8][C:5]1[CH:6]=[CH:7][C:2]2[N:1]=[C:12]([C:14]3[CH:21]=[CH:20][C:17]([C:18]#[N:19])=[CH:16][CH:15]=3)[CH2:11][O:9][C:3]=2[CH:4]=1. (2) Given the reactants [Cl:1][C:2]1[S:6][C:5]([S:7]([NH:10][C:11]2[CH:19]=[CH:18][C:14]([C:15]([OH:17])=[O:16])=[C:13]([OH:20])[CH:12]=2)(=[O:9])=[O:8])=[CH:4][C:3]=1[C:21]1[CH:26]=[C:25]([F:27])[CH:24]=[CH:23][C:22]=1[OH:28].O[CH:30]1[CH2:34][CH2:33][O:32][CH2:31]1, predict the reaction product. The product is: [Cl:1][C:2]1[S:6][C:5]([S:7]([NH:10][C:11]2[CH:19]=[CH:18][C:14]([C:15]([O:17][CH:30]3[CH2:34][CH2:33][O:32][CH2:31]3)=[O:16])=[C:13]([OH:20])[CH:12]=2)(=[O:9])=[O:8])=[CH:4][C:3]=1[C:21]1[CH:26]=[C:25]([F:27])[CH:24]=[CH:23][C:22]=1[OH:28]. (3) Given the reactants [CH3:1][S:2]([NH:5][C:6]1[CH:14]=[CH:13][CH:12]=[CH:11][C:7]=1[C:8]([OH:10])=O)(=[O:4])=[O:3].C(N1C=CN=C1)(N1C=CN=C1)=O.[CH2:27]([O:29][C:30]([CH:32]1[CH2:37][CH2:36][CH2:35][NH:34][CH2:33]1)=[O:31])[CH3:28], predict the reaction product. The product is: [CH2:27]([O:29][C:30]([CH:32]1[CH2:37][CH2:36][CH2:35][N:34]([C:8](=[O:10])[C:7]2[CH:11]=[CH:12][CH:13]=[CH:14][C:6]=2[NH:5][S:2]([CH3:1])(=[O:3])=[O:4])[CH2:33]1)=[O:31])[CH3:28]. (4) Given the reactants C[Al](C)C.[NH2:5][C:6]1[CH:11]=[C:10]([Br:12])[CH:9]=[CH:8][C:7]=1[S:13]([NH2:16])(=[O:15])=[O:14].[C:17]([C:19]1[C:20](=[O:35])[N:21]([CH2:30][CH2:31][CH:32]([CH3:34])[CH3:33])[C:22]2[C:27]([C:28]=1[OH:29])=[CH:26][CH:25]=[CH:24][CH:23]=2)#N.O.C(=O)([O-])O.[Na+].Cl, predict the reaction product. The product is: [Br:12][C:10]1[CH:9]=[CH:8][C:7]2[S:13](=[O:15])(=[O:14])[N:16]=[C:17]([C:19]3[C:20](=[O:35])[N:21]([CH2:30][CH2:31][CH:32]([CH3:33])[CH3:34])[C:22]4[C:27]([C:28]=3[OH:29])=[CH:26][CH:25]=[CH:24][CH:23]=4)[NH:5][C:6]=2[CH:11]=1. (5) The product is: [CH3:22][N:23]([CH3:33])[C:24]1[CH:29]=[C:28]([C:2]2[C:10]3[S:9][C:8]([NH:11][C:12]([C:14]4[S:15][C:16]([CH3:19])=[CH:17][CH:18]=4)=[O:13])=[N:7][C:6]=3[C:5]([O:20][CH3:21])=[CH:4][CH:3]=2)[CH:27]=[CH:26][CH:25]=1. Given the reactants I[C:2]1[C:10]2[S:9][C:8]([NH:11][C:12]([C:14]3[S:15][C:16]([CH3:19])=[CH:17][CH:18]=3)=[O:13])=[N:7][C:6]=2[C:5]([O:20][CH3:21])=[CH:4][CH:3]=1.[CH3:22][N:23]([CH3:33])[C:24]1[CH:25]=[C:26](B(O)O)[CH:27]=[CH:28][CH:29]=1, predict the reaction product.